From a dataset of Full USPTO retrosynthesis dataset with 1.9M reactions from patents (1976-2016). Predict the reactants needed to synthesize the given product. (1) Given the product [C:1]12([CH2:11][O:12][C:13]3[CH:14]=[C:15]([CH2:19][CH2:20][NH:21][CH2:42][C@@H:41]([C:33]4[CH:32]=[CH:31][C:30]([O:29][CH2:22][C:23]5[CH:28]=[CH:27][CH:26]=[CH:25][CH:24]=5)=[C:39]5[C:34]=4[CH:35]=[CH:36][C:37](=[O:40])[NH:38]5)[O:44][Si:45]([C:48]([CH3:51])([CH3:50])[CH3:49])([CH3:47])[CH3:46])[CH:16]=[CH:17][CH:18]=3)[CH2:10][CH:5]3[CH2:6][CH:7]([CH2:9][CH:3]([CH2:4]3)[CH2:2]1)[CH2:8]2, predict the reactants needed to synthesize it. The reactants are: [C:1]12([CH2:11][O:12][C:13]3[CH:14]=[C:15]([CH2:19][CH2:20][NH2:21])[CH:16]=[CH:17][CH:18]=3)[CH2:10][CH:5]3[CH2:6][CH:7]([CH2:9][CH:3]([CH2:4]3)[CH2:2]1)[CH2:8]2.[CH2:22]([O:29][C:30]1[CH:31]=[CH:32][C:33]([C@@H:41]([O:44][Si:45]([C:48]([CH3:51])([CH3:50])[CH3:49])([CH3:47])[CH3:46])[CH2:42]Br)=[C:34]2[C:39]=1[NH:38][C:37](=[O:40])[CH:36]=[CH:35]2)[C:23]1[CH:28]=[CH:27][CH:26]=[CH:25][CH:24]=1.C(=O)([O-])O.[Na+].[I-].[Na+]. (2) Given the product [C:1]1([CH3:29])[CH:6]=[CH:5][C:4]([S:7]([CH2:8][CH2:9][C:10]2[N:28]=[C:13]3[CH:14]([C:18]4[CH:23]=[CH:22][CH:21]=[CH:20][C:19]=4[C:24]([F:26])([F:27])[F:25])[CH2:15][CH2:16][CH2:17][N:12]3[N:11]=2)=[O:32])=[CH:3][CH:2]=1, predict the reactants needed to synthesize it. The reactants are: [C:1]1([CH3:29])[CH:6]=[CH:5][C:4]([S:7][CH2:8][CH2:9][C:10]2[N:28]=[C:13]3[CH:14]([C:18]4[CH:23]=[CH:22][CH:21]=[CH:20][C:19]=4[C:24]([F:27])([F:26])[F:25])[CH2:15][CH2:16][CH2:17][N:12]3[N:11]=2)=[CH:3][CH:2]=1.C(OCC)(=[O:32])C.O. (3) Given the product [CH2:1]([C:3]1[N:7]([C:8]2[C:16]3[O:15][CH2:14][C@H:13]([NH:17][C:18]4[CH:31]=[CH:30][C:21]5[C@H:22]([CH2:25][C:26]([OH:28])=[O:27])[CH2:23][O:24][C:20]=5[CH:19]=4)[C:12]=3[CH:11]=[CH:10][CH:9]=2)[C:6]2[CH:38]=[C:39]([F:42])[CH:40]=[CH:41][C:5]=2[N:4]=1)[CH3:2], predict the reactants needed to synthesize it. The reactants are: [CH2:1]([C:3]1[N:7]([C:8]2[C:16]3[O:15][CH2:14][C@H:13]([N:17](C(=O)C(F)(F)F)[C:18]4[CH:31]=[CH:30][C:21]5[C@H:22]([CH2:25][C:26]([O:28]C)=[O:27])[CH2:23][O:24][C:20]=5[CH:19]=4)[C:12]=3[CH:11]=[CH:10][CH:9]=2)[C:6]2[CH:38]=[C:39]([F:42])[CH:40]=[CH:41][C:5]=2[N:4]=1)[CH3:2].[OH-].[Na+].Cl. (4) Given the product [Cl:1][C:2]1[N:3]=[C:4]([NH:22][C:23]2[CH:31]=[C:30]([F:32])[C:29]([F:33])=[CH:28][C:24]=2[C:25]([NH2:27])=[O:26])[C:5]2[CH:10]=[CH:9][N:8]([S:11]([C:14]3[CH:19]=[CH:18][C:17]([CH3:20])=[CH:16][CH:15]=3)(=[O:13])=[O:12])[C:6]=2[N:7]=1, predict the reactants needed to synthesize it. The reactants are: [Cl:1][C:2]1[N:3]=[C:4](Cl)[C:5]2[CH:10]=[CH:9][N:8]([S:11]([C:14]3[CH:19]=[CH:18][C:17]([CH3:20])=[CH:16][CH:15]=3)(=[O:13])=[O:12])[C:6]=2[N:7]=1.[NH2:22][C:23]1[CH:31]=[C:30]([F:32])[C:29]([F:33])=[CH:28][C:24]=1[C:25]([NH2:27])=[O:26]. (5) The reactants are: [C:1]([O:5][C:6]([N:8]1[CH2:13][CH2:12][CH2:11][C@@H:10]([C:14]([OH:16])=O)[CH2:9]1)=[O:7])([CH3:4])([CH3:3])[CH3:2].[Br:17][C:18]1[CH:23]=[CH:22][N:21]=[C:20]([NH2:24])[CH:19]=1. Given the product [Br:17][C:18]1[CH:23]=[CH:22][N:21]=[C:20]([NH:24][C:14]([C@@H:10]2[CH2:11][CH2:12][CH2:13][N:8]([C:6]([O:5][C:1]([CH3:2])([CH3:3])[CH3:4])=[O:7])[CH2:9]2)=[O:16])[CH:19]=1, predict the reactants needed to synthesize it. (6) The reactants are: Br[C:2]1[CH:7]=[CH:6][C:5]([S:8]([CH3:11])(=[O:10])=[O:9])=[CH:4][C:3]=1[N+:12]([O-:14])=[O:13].[CH:15](/B(O)O)=[CH:16]\[CH3:17].[F-].[Cs+]. Given the product [CH3:11][S:8]([C:5]1[CH:6]=[CH:7][C:2](/[CH:15]=[CH:16]/[CH3:17])=[C:3]([N+:12]([O-:14])=[O:13])[CH:4]=1)(=[O:10])=[O:9], predict the reactants needed to synthesize it. (7) Given the product [Br:7][C:8]1[CH:9]=[C:10]([NH:11][S:3]([CH2:1][CH3:2])(=[O:5])=[O:4])[CH:12]=[C:13]([O:15][C:16]2[CH:21]=[CH:20][C:19]([F:22])=[CH:18][C:17]=2[F:23])[CH:14]=1, predict the reactants needed to synthesize it. The reactants are: [CH2:1]([S:3](Cl)(=[O:5])=[O:4])[CH3:2].[Br:7][C:8]1[CH:9]=[C:10]([CH:12]=[C:13]([O:15][C:16]2[CH:21]=[CH:20][C:19]([F:22])=[CH:18][C:17]=2[F:23])[CH:14]=1)[NH2:11].N1C=CC=CC=1.Cl. (8) The reactants are: Cl[C:2]1[O:3][C:4]([CH2:14][CH2:15][CH2:16][O:17][C:18]2[CH:23]=[CH:22][CH:21]=[CH:20][C:19]=2[O:24][CH3:25])=[C:5]([C:7]2[CH:12]=[CH:11][C:10]([Cl:13])=[CH:9][CH:8]=2)[N:6]=1.[CH3:26][NH:27][CH3:28].CC(=O)CC. Given the product [Cl:13][C:10]1[CH:11]=[CH:12][C:7]([C:5]2[N:6]=[C:2]([N:27]([CH3:28])[CH3:26])[O:3][C:4]=2[CH2:14][CH2:15][CH2:16][O:17][C:18]2[CH:23]=[CH:22][CH:21]=[CH:20][C:19]=2[O:24][CH3:25])=[CH:8][CH:9]=1, predict the reactants needed to synthesize it. (9) Given the product [F:1][C:2]1[CH:7]=[CH:6][C:5]([N:8]2[CH2:13][CH2:12][N:11]([CH2:14][CH2:15][CH2:16][CH2:17][N:18]3[C:22]4[C:23](=[N:32][OH:33])[CH2:24][N:25]([CH3:29])[S:26](=[O:28])(=[O:27])[C:21]=4[CH:20]=[CH:19]3)[CH2:10][CH2:9]2)=[CH:4][CH:3]=1, predict the reactants needed to synthesize it. The reactants are: [F:1][C:2]1[CH:7]=[CH:6][C:5]([N:8]2[CH2:13][CH2:12][N:11]([CH2:14][CH2:15][CH2:16][CH2:17][N:18]3[C:22]4[C:23](=O)[CH2:24][N:25]([CH3:29])[S:26](=[O:28])(=[O:27])[C:21]=4[CH:20]=[CH:19]3)[CH2:10][CH2:9]2)=[CH:4][CH:3]=1.Cl.[NH2:32][OH:33]. (10) Given the product [CH3:3][O:4][CH2:5][CH2:6][O:7][CH2:8][O:9][C:10]1[CH:19]=[CH:18][C:13]([C:14]([OH:16])=[O:15])=[CH:12][CH:11]=1, predict the reactants needed to synthesize it. The reactants are: [OH-].[Na+].[CH3:3][O:4][CH2:5][CH2:6][O:7][CH2:8][O:9][C:10]1[CH:19]=[CH:18][C:13]([C:14]([O:16]C)=[O:15])=[CH:12][CH:11]=1.Cl.